This data is from Forward reaction prediction with 1.9M reactions from USPTO patents (1976-2016). The task is: Predict the product of the given reaction. (1) The product is: [NH2:8][C@H:9]([C:22]1[CH:23]=[CH:24][CH:25]=[CH:26][CH:27]=1)[CH2:10][N:11]1[CH2:16][CH2:15][CH:14]([C:17]([O:19][CH2:20][CH3:21])=[O:18])[CH2:13][CH2:12]1. Given the reactants C(OC([NH:8][C@H:9]([C:22]1[CH:27]=[CH:26][CH:25]=[CH:24][CH:23]=1)[CH2:10][N:11]1[CH2:16][CH2:15][CH:14]([C:17]([O:19][CH2:20][CH3:21])=[O:18])[CH2:13][CH2:12]1)=O)(C)(C)C.FC(F)(F)C(O)=O, predict the reaction product. (2) Given the reactants Cl[C:2]1[N:7]=[CH:6][C:5]([CH2:8][C:9]2[C:17]3[C:12](=[N:13][CH:14]=[CH:15][CH:16]=3)[N:11]([Si:18]([CH:25]([CH3:27])[CH3:26])([CH:22]([CH3:24])[CH3:23])[CH:19]([CH3:21])[CH3:20])[CH:10]=2)=[CH:4][CH:3]=1.[CH:28]([Mg]Cl)([CH3:30])[CH3:29].O, predict the reaction product. The product is: [CH:28]([C:2]1[N:7]=[CH:6][C:5]([CH2:8][C:9]2[C:17]3[C:12](=[N:13][CH:14]=[CH:15][CH:16]=3)[N:11]([Si:18]([CH:25]([CH3:27])[CH3:26])([CH:22]([CH3:24])[CH3:23])[CH:19]([CH3:20])[CH3:21])[CH:10]=2)=[CH:4][CH:3]=1)([CH3:30])[CH3:29]. (3) Given the reactants C([O:3][C:4](=[O:32])[CH:5]([C:10]1[CH:11]=[C:12]([C:22]2[CH:27]=[CH:26][C:25]([C:28]([F:31])([F:30])[F:29])=[CH:24][CH:23]=2)[C:13]([Cl:21])=[C:14]([O:16][CH2:17][CH:18]2[CH2:20][CH2:19]2)[CH:15]=1)[CH2:6][CH:7]([CH3:9])[CH3:8])C.[Li+].[OH-], predict the reaction product. The product is: [Cl:21][C:13]1[C:12]([C:22]2[CH:27]=[CH:26][C:25]([C:28]([F:31])([F:30])[F:29])=[CH:24][CH:23]=2)=[CH:11][C:10]([CH:5]([CH2:6][CH:7]([CH3:9])[CH3:8])[C:4]([OH:32])=[O:3])=[CH:15][C:14]=1[O:16][CH2:17][CH:18]1[CH2:20][CH2:19]1. (4) The product is: [CH3:79][N:78]([O:77][CH3:76])[C:20]([C:11]1[S:12][C:13]([C:14]2[CH:15]=[CH:16][CH:17]=[CH:18][CH:19]=2)=[C:9]([C:3]2[CH:4]=[CH:5][C:6]([Cl:8])=[CH:7][C:2]=2[Cl:1])[N:10]=1)=[O:21]. Given the reactants [Cl:1][C:2]1[CH:7]=[C:6]([Cl:8])[CH:5]=[CH:4][C:3]=1[C:9]1[N:10]=[C:11]([C:20](O)=[O:21])[S:12][C:13]=1[C:14]1[CH:19]=[CH:18][CH:17]=[CH:16][CH:15]=1.C1C=NC2N(O)N=NC=2C=1.F[P-](F)(F)(F)(F)F.N1(O[P+](N2CCCC2)(N2CCCC2)N2CCCC2)C2N=CC=CC=2N=N1.C(N(C(C)C)CC)(C)C.Cl.[CH3:76][O:77][NH:78][CH3:79].C([O-])(O)=O.[Na+], predict the reaction product. (5) Given the reactants [CH3:1][N:2]([CH3:20])[S:3]([C:6]1[CH:19]=[CH:18][C:9]([CH2:10][C:11]2[CH:16]=[CH:15][C:14]([NH2:17])=[CH:13][CH:12]=2)=[CH:8][CH:7]=1)(=[O:5])=[O:4].S(O)(O)(=O)=O.Cl[C:27]1[NH:28][CH2:29][CH2:30][N:31]=1.C(=O)([O-])[O-].[K+].[K+], predict the reaction product. The product is: [CH3:20][N:2]([CH3:1])[S:3]([C:6]1[CH:19]=[CH:18][C:9]([CH2:10][C:11]2[CH:16]=[CH:15][C:14]([NH:17][C:27]3[NH:31][CH2:30][CH2:29][N:28]=3)=[CH:13][CH:12]=2)=[CH:8][CH:7]=1)(=[O:4])=[O:5]. (6) Given the reactants [N:1]1([C:7]([C:9]2[NH:13][N:12]=[C:11]3[C:14]4[CH:15]=[CH:16][CH:17]=[CH:18][C:19]=4[S:20](=[O:23])(=[O:22])[CH2:21][C:10]=23)=[O:8])[CH2:6][CH2:5][O:4][CH2:3][CH2:2]1.C(=O)([O-])[O-].[K+].[K+].[CH2:30](I)[CH3:31], predict the reaction product. The product is: [CH2:30]([N:12]1[C:11]2[C:14]3[CH:15]=[CH:16][CH:17]=[CH:18][C:19]=3[S:20](=[O:22])(=[O:23])[CH2:21][C:10]=2[C:9]([C:7]([N:1]2[CH2:6][CH2:5][O:4][CH2:3][CH2:2]2)=[O:8])=[N:13]1)[CH3:31].